From a dataset of HIV replication inhibition screening data with 41,000+ compounds from the AIDS Antiviral Screen. Binary Classification. Given a drug SMILES string, predict its activity (active/inactive) in a high-throughput screening assay against a specified biological target. (1) The drug is O=C1C(=Cc2ccc([N+](=O)[O-])cc2)Oc2cc(O)ccc21. The result is 0 (inactive). (2) The molecule is N#CC(C(=O)CCCC(=O)Nc1ccccc1[N+](=O)[O-])c1c(Cl)cccc1Cl. The result is 0 (inactive).